This data is from Reaction yield outcomes from USPTO patents with 853,638 reactions. The task is: Predict the reaction yield, written as a fraction of the theoretical maximum amount of product (1.0 means a 100% yield; for example, 0.34 means a 34% yield). (1) The reactants are COC[O:4][C:5]1[CH:10]=[C:9]([CH2:11][CH2:12][CH3:13])[CH:8]=[CH:7][C:6]=1[CH:14](O)[CH2:15][CH3:16].C([SiH](CC)CC)C.FC(F)(F)C(O)=O.O. The product is [CH2:14]([C:6]1[CH:7]=[CH:8][C:9]([CH2:11][CH2:12][CH3:13])=[CH:10][C:5]=1[OH:4])[CH2:15][CH3:16]. The yield is 0.380. The catalyst is C(Cl)Cl. (2) The reactants are CC1OC(=O)O[C:3]=1[CH2:8][O:9][C:10](=[O:29])[C@H:11]([OH:28])[CH2:12][C@H:13]([NH2:27])[CH2:14][C:15]1[CH:20]=[CH:19][C:18]([C:21]2[CH:26]=[CH:25][CH:24]=[CH:23][CH:22]=2)=[CH:17][CH:16]=1.OC1C=C(C(O)=O)ON=1.CCN(C(C)C)C(C)C. The catalyst is CN(C=O)C. The product is [CH2:8]([O:9][C:10](=[O:29])[C@H:11]([OH:28])[CH2:12][C@H:13]([NH2:27])[CH2:14][C:15]1[CH:16]=[CH:17][C:18]([C:21]2[CH:22]=[CH:23][CH:24]=[CH:25][CH:26]=2)=[CH:19][CH:20]=1)[CH3:3]. The yield is 0.980.